This data is from Catalyst prediction with 721,799 reactions and 888 catalyst types from USPTO. The task is: Predict which catalyst facilitates the given reaction. (1) Reactant: [CH3:1][O:2][C:3]1[CH:4]=[C:5]([C:11]2[N:12]=[C:13]([NH:23][CH:24]3[CH2:26][CH2:25]3)[S:14][C:15]=2[C:16]2[CH:21]=[CH:20][N:19]=[C:18](Cl)[N:17]=2)[CH:6]=[C:7]([O:9][CH3:10])[CH:8]=1.[F:27][CH2:28][CH2:29][N:30]1[CH2:34][CH2:33][C@@H:32]([O:35][C:36]2[CH:41]=[CH:40][C:39]([N+:42]([O-])=O)=[CH:38][N:37]=2)[CH2:31]1.CC(O)C.Cl. Product: [CH3:1][O:2][C:3]1[CH:4]=[C:5]([C:11]2[N:12]=[C:13]([NH:23][CH:24]3[CH2:26][CH2:25]3)[S:14][C:15]=2[C:16]2[CH:21]=[CH:20][N:19]=[C:18]([NH:42][C:39]3[CH:38]=[N:37][C:36]([O:35][C@@H:32]4[CH2:33][CH2:34][N:30]([CH2:29][CH2:28][F:27])[CH2:31]4)=[CH:41][CH:40]=3)[N:17]=2)[CH:6]=[C:7]([O:9][CH3:10])[CH:8]=1. The catalyst class is: 12. (2) Reactant: [CH2:1]([NH:4][C:5]1[N:10]=[C:9]([NH:11][CH2:12][CH2:13][CH3:14])[N:8]=[CH:7][N:6]=1)[CH2:2][CH3:3].Cl.[CH3:16][NH:17][O:18][CH3:19].[OH-].[Na+]. Product: [CH2:1]([NH:4][C:5]1[N:10]=[C:9]([NH:11][CH2:12][CH2:13][CH3:14])[N:8]=[C:7]([N:17]([CH3:16])[O:18][CH3:19])[N:6]=1)[CH2:2][CH3:3]. The catalyst class is: 38. (3) Reactant: [F:1][C:2]([F:20])([F:19])[C:3]1[CH:8]=[CH:7][C:6]([CH:9]2[C:18]3[C:13](=[CH:14][CH:15]=[CH:16][CH:17]=3)[CH2:12][CH2:11][NH:10]2)=[CH:5][CH:4]=1.CCN(C(C)C)C(C)C.C(Cl)Cl.[C:33]([O:37][C:38](O[C:38]([O:37][C:33]([CH3:36])([CH3:35])[CH3:34])=[O:39])=[O:39])([CH3:36])([CH3:35])[CH3:34]. Product: [F:20][C:2]([F:1])([F:19])[C:3]1[CH:4]=[CH:5][C:6]([CH:9]2[C:18]3[C:13](=[CH:14][CH:15]=[CH:16][CH:17]=3)[CH2:12][CH2:11][N:10]2[C:38]([O:37][C:33]([CH3:36])([CH3:35])[CH3:34])=[O:39])=[CH:7][CH:8]=1. The catalyst class is: 6. (4) Reactant: [C:1]([C:5]1[CH:9]=[C:8]([NH:10][C:11]([NH:13][C@@H:14]2[C:23]3[C:18](=[CH:19][CH:20]=[CH:21][CH:22]=3)[C@H:17]([O:24][C:25]3[CH:26]=[CH:27][C:28]4[N:29]([C:31]([N:34]5[CH2:39][CH2:38][O:37][CH2:36][C@@H:35]5[CH3:40])=[N:32][N:33]=4)[CH:30]=3)[CH2:16][CH2:15]2)=[O:12])[N:7]([CH2:41][CH2:42][O:43]S(C)(=O)=O)[N:6]=1)([CH3:4])([CH3:3])[CH3:2].CCN(C(C)C)C(C)C.[NH:57]1[CH2:62][CH2:61][O:60][CH2:59][CH2:58]1. The catalyst class is: 1. Product: [CH:42]([OH:43])=[O:60].[C:1]([C:5]1[CH:9]=[C:8]([NH:10][C:11]([NH:13][C@@H:14]2[C:23]3[C:18](=[CH:19][CH:20]=[CH:21][CH:22]=3)[C@H:17]([O:24][C:25]3[CH:26]=[CH:27][C:28]4[N:29]([C:31]([N:34]5[CH2:39][CH2:38][O:37][CH2:36][C@@H:35]5[CH3:40])=[N:32][N:33]=4)[CH:30]=3)[CH2:16][CH2:15]2)=[O:12])[N:7]([CH2:41][CH2:42][N:57]2[CH2:62][CH2:61][O:60][CH2:59][CH2:58]2)[N:6]=1)([CH3:2])([CH3:3])[CH3:4]. (5) Reactant: [NH2:1][C:2]1[N:7]=[CH:6][C:5]([C:8]2[N:31](S(C3C=CC=CC=3)(=O)=O)[C:11]3=[N:12][CH:13]=[CH:14][C:15]([C:16]4[CH:17]=[CH:18][C:19]([O:24][CH:25]5[CH2:30][CH2:29][O:28][CH2:27][CH2:26]5)=[C:20]([CH:23]=4)[C:21]#[N:22])=[C:10]3[CH:9]=2)=[CH:4][CH:3]=1.C(=O)([O-])[O-].[Cs+].[Cs+].FC(F)(F)CO. Product: [NH2:1][C:2]1[N:7]=[CH:6][C:5]([C:8]2[NH:31][C:11]3=[N:12][CH:13]=[CH:14][C:15]([C:16]4[CH:17]=[CH:18][C:19]([O:24][CH:25]5[CH2:30][CH2:29][O:28][CH2:27][CH2:26]5)=[C:20]([CH:23]=4)[C:21]#[N:22])=[C:10]3[CH:9]=2)=[CH:4][CH:3]=1. The catalyst class is: 138.